From a dataset of Peptide-MHC class II binding affinity with 134,281 pairs from IEDB. Regression. Given a peptide amino acid sequence and an MHC pseudo amino acid sequence, predict their binding affinity value. This is MHC class II binding data. (1) The peptide sequence is VVVHITDDNEEPIAA. The MHC is HLA-DPA10301-DPB10402 with pseudo-sequence HLA-DPA10301-DPB10402. The binding affinity (normalized) is 0.118. (2) The peptide sequence is GELQIVDKSDAAFKI. The MHC is DRB1_0802 with pseudo-sequence DRB1_0802. The binding affinity (normalized) is 0.485. (3) The peptide sequence is ISASSAAQRRGRIGR. The MHC is HLA-DQA10501-DQB10402 with pseudo-sequence HLA-DQA10501-DQB10402. The binding affinity (normalized) is 0.325. (4) The peptide sequence is GAYETYKFIPSLEAA. The MHC is HLA-DQA10501-DQB10301 with pseudo-sequence HLA-DQA10501-DQB10301. The binding affinity (normalized) is 0.593. (5) The peptide sequence is AAAWAALAGAAQAA. The MHC is DRB1_0101 with pseudo-sequence DRB1_0101. The binding affinity (normalized) is 0.595. (6) The peptide sequence is GELQIVDKIDAAFDI. The MHC is DRB1_1201 with pseudo-sequence DRB1_1201. The binding affinity (normalized) is 0.434.